This data is from NCI-60 drug combinations with 297,098 pairs across 59 cell lines. The task is: Regression. Given two drug SMILES strings and cell line genomic features, predict the synergy score measuring deviation from expected non-interaction effect. (1) Drug 1: C1CCC(C1)C(CC#N)N2C=C(C=N2)C3=C4C=CNC4=NC=N3. Drug 2: CC1=C(C=C(C=C1)NC(=O)C2=CC=C(C=C2)CN3CCN(CC3)C)NC4=NC=CC(=N4)C5=CN=CC=C5. Cell line: SN12C. Synergy scores: CSS=4.55, Synergy_ZIP=1.02, Synergy_Bliss=6.67, Synergy_Loewe=-0.562, Synergy_HSA=0.406. (2) Drug 1: COC1=NC(=NC2=C1N=CN2C3C(C(C(O3)CO)O)O)N. Drug 2: C1CNP(=O)(OC1)N(CCCl)CCCl. Cell line: MCF7. Synergy scores: CSS=-4.37, Synergy_ZIP=0.0393, Synergy_Bliss=-5.02, Synergy_Loewe=-5.61, Synergy_HSA=-6.18. (3) Drug 1: CC(CN1CC(=O)NC(=O)C1)N2CC(=O)NC(=O)C2. Drug 2: C1=CC(=CC=C1CC(C(=O)O)N)N(CCCl)CCCl.Cl. Cell line: HCC-2998. Synergy scores: CSS=12.3, Synergy_ZIP=-4.34, Synergy_Bliss=-3.97, Synergy_Loewe=-8.26, Synergy_HSA=-5.90.